From a dataset of Forward reaction prediction with 1.9M reactions from USPTO patents (1976-2016). Predict the product of the given reaction. Given the reactants [CH:1]([CH:4]1[CH2:9][CH:8]([CH3:10])[C:7](=[O:11])[C:6]([CH3:12])=[CH:5]1)([CH3:3])[CH3:2].[CH2:13]([Mg]Cl)[CH3:14], predict the reaction product. The product is: [CH2:13]([C:7]1([OH:11])[CH:8]([CH3:10])[CH2:9][CH:4]([CH:1]([CH3:3])[CH3:2])[CH:5]=[C:6]1[CH3:12])[CH3:14].